This data is from Catalyst prediction with 721,799 reactions and 888 catalyst types from USPTO. The task is: Predict which catalyst facilitates the given reaction. Reactant: [Cl:1][C:2]1[CH:7]=[CH:6][C:5]([O:8][C:9]([N:11]2[C:19]3[C:14](=[CH:15][C:16]([C:21]#[C:22][CH2:23][CH2:24][CH2:25][OH:26])=[C:17]([F:20])[CH:18]=3)[CH2:13][CH2:12]2)=[O:10])=[CH:4][CH:3]=1.C(N(C(C)C)C(C)C)C.[CH3:36][S:37](Cl)(=[O:39])=[O:38].CCOCC. Product: [Cl:1][C:2]1[CH:3]=[CH:4][C:5]([O:8][C:9]([N:11]2[C:19]3[C:14](=[CH:15][C:16]([C:21]#[C:22][CH2:23][CH2:24][CH2:25][O:26][S:37]([CH3:36])(=[O:39])=[O:38])=[C:17]([F:20])[CH:18]=3)[CH2:13][CH2:12]2)=[O:10])=[CH:6][CH:7]=1. The catalyst class is: 2.